Dataset: Reaction yield outcomes from USPTO patents with 853,638 reactions. Task: Predict the reaction yield, written as a fraction of the theoretical maximum amount of product (1.0 means a 100% yield; for example, 0.34 means a 34% yield). The reactants are [NH2:1][C:2]1[CH:3]=[C:4]([CH:19]=[CH:20][CH:21]=1)[O:5][C:6]1[CH:7]=[CH:8][C:9]2[N:10]([CH:12]=[C:13]([NH:15][C:16](=[O:18])[CH3:17])[N:14]=2)[N:11]=1.[CH:22]1([C:25](Cl)=[O:26])[CH2:24][CH2:23]1. The catalyst is CN(C)C(=O)C. The product is [C:16]([NH:15][C:13]1[N:14]=[C:9]2[CH:8]=[CH:7][C:6]([O:5][C:4]3[CH:3]=[C:2]([NH:1][C:25]([CH:22]4[CH2:24][CH2:23]4)=[O:26])[CH:21]=[CH:20][CH:19]=3)=[N:11][N:10]2[CH:12]=1)(=[O:18])[CH3:17]. The yield is 0.510.